From a dataset of Full USPTO retrosynthesis dataset with 1.9M reactions from patents (1976-2016). Predict the reactants needed to synthesize the given product. (1) Given the product [CH2:26]([C:28]1[CH:33]=[CH:32][C:31]([C:34]2[CH:39]=[CH:38][C:37]([C:2]3[CH:7]=[C:6]([O:8][C:9]([F:12])([F:11])[F:10])[CH:5]=[C:4]([C:13]([NH:15][C:16]4[O:17][C:18]([C:21]5[O:22][CH:23]=[CH:24][CH:25]=5)=[N:19][N:20]=4)=[O:14])[CH:3]=3)=[CH:36][CH:35]=2)=[CH:30][CH:29]=1)[CH3:27], predict the reactants needed to synthesize it. The reactants are: Br[C:2]1[CH:3]=[C:4]([C:13]([NH:15][C:16]2[O:17][C:18]([C:21]3[O:22][CH:23]=[CH:24][CH:25]=3)=[N:19][N:20]=2)=[O:14])[CH:5]=[C:6]([O:8][C:9]([F:12])([F:11])[F:10])[CH:7]=1.[CH2:26]([C:28]1[CH:33]=[CH:32][C:31]([C:34]2[CH:39]=[CH:38][C:37](B(O)O)=[CH:36][CH:35]=2)=[CH:30][CH:29]=1)[CH3:27]. (2) Given the product [F:7][C:8]1[CH2:13][CH2:12][CH:11]([CH2:14][OH:15])[CH2:10][CH:9]=1, predict the reactants needed to synthesize it. The reactants are: [H-].[Al+3].[Li+].[H-].[H-].[H-].[F:7][C:8]1[CH2:13][CH2:12][CH:11]([C:14](OCC)=[O:15])[CH2:10][CH:9]=1. (3) Given the product [CH3:53][O:54][S:55]([O-:58])(=[O:57])=[O:56].[NH2:1][C:2]1[C:15]2[C:14](=[O:16])[C:13]3[C:8](=[C:9]([NH2:17])[CH:10]=[CH:11][CH:12]=3)[C:7](=[O:18])[C:6]=2[C:5]([O:19][CH2:20][CH2:21][N+:22]([CH3:26])([CH3:24])[CH3:23])=[CH:4][CH:3]=1, predict the reactants needed to synthesize it. The reactants are: [NH2:1][C:2]1[C:15]2[C:14](=[O:16])[C:13]3[C:8](=[C:9]([NH2:17])[CH:10]=[CH:11][CH:12]=3)[C:7](=[O:18])[C:6]=2[C:5]([O:19][CH2:20][CH2:21][N:22]([CH3:24])[CH3:23])=[CH:4][CH:3]=1.N[C:26]1C2C(=O)C3C(=C(N)C=CC=3)C(=O)C=2C(Cl)=CC=1.CNN(NC)CCO.[Na].[CH3:53][O:54][S:55]([O:58]C)(=[O:57])=[O:56]. (4) Given the product [CH2:22]([N:26]1[CH:30]=[C:29]([C:31]2[S:35][C:34]([C:36]([NH:49][C@@H:7]3[CH2:12][CH2:11][N:10]([C:13]([O:15][C:16]([CH3:17])([CH3:18])[CH3:19])=[O:14])[CH2:9]3)=[O:38])=[CH:33][CH:32]=2)[CH:28]=[N:27]1)[CH:23]([CH3:25])[CH3:24], predict the reactants needed to synthesize it. The reactants are: NC1C=CC(O[CH:7]2[CH2:12][CH2:11][N:10]([C:13]([O:15][C:16]([CH3:19])([CH3:18])[CH3:17])=[O:14])[CH2:9]C2)=CC=1.[CH2:22]([N:26]1[CH:30]=[C:29]([C:31]2[S:35][C:34]([C:36]([OH:38])=O)=[CH:33][CH:32]=2)[CH:28]=[N:27]1)[CH:23]([CH3:25])[CH3:24].C(OC([N:49]1CC(C(O)=O)C1)=O)C1C=CC=CC=1. (5) Given the product [C:2]1([C:1]2[N:9]=[C:15]([NH2:16])[CH:14]=[CH:13][N:8]=2)[CH:7]=[CH:6][CH:5]=[CH:4][CH:3]=1, predict the reactants needed to synthesize it. The reactants are: [C:1]([NH2:9])(=[NH:8])[C:2]1[CH:7]=[CH:6][CH:5]=[CH:4][CH:3]=1.C(O[CH:13]=[CH:14][C:15]#[N:16])C.